Dataset: Reaction yield outcomes from USPTO patents with 853,638 reactions. Task: Predict the reaction yield, written as a fraction of the theoretical maximum amount of product (1.0 means a 100% yield; for example, 0.34 means a 34% yield). The reactants are [Cl:1][C:2]1[CH:3]=[C:4]([NH:8][C:9]([N:11]2[CH2:16][CH2:15][C:14]3[NH:17][N:18]=[C:19]([C:20](O)=[O:21])[C:13]=3[CH2:12]2)=[O:10])[CH:5]=[CH:6][CH:7]=1.[O:23]1[CH2:27][CH2:26][CH:25]([O:28][NH:29][CH3:30])[CH2:24]1.C(P1(=O)OP(CCC)(=O)OP(CCC)(=O)O1)CC. The catalyst is C(Cl)Cl. The product is [Cl:1][C:2]1[CH:3]=[C:4]([NH:8][C:9]([N:11]2[CH2:16][CH2:15][C:14]3[NH:17][N:18]=[C:19]([C:20]([N:29]([CH3:30])[O:28][CH:25]4[CH2:26][CH2:27][O:23][CH2:24]4)=[O:21])[C:13]=3[CH2:12]2)=[O:10])[CH:5]=[CH:6][CH:7]=1. The yield is 0.378.